From a dataset of Full USPTO retrosynthesis dataset with 1.9M reactions from patents (1976-2016). Predict the reactants needed to synthesize the given product. (1) The reactants are: [CH3:1][S:2]([CH2:5][C:6]1[CH:12]=[CH:11][C:9]([NH2:10])=[CH:8][CH:7]=1)(=[O:4])=[O:3].[I:13]N1C(=O)CCC1=O. Given the product [I:13][C:11]1[CH:12]=[C:6]([CH2:5][S:2]([CH3:1])(=[O:3])=[O:4])[CH:7]=[CH:8][C:9]=1[NH2:10], predict the reactants needed to synthesize it. (2) Given the product [Br:1][C:2]1[CH:3]=[C:4]([CH:5]=[CH:6][CH:7]=1)[CH2:8][NH:16][CH:10]1[CH2:15][CH2:14][CH2:13][CH2:12][CH2:11]1, predict the reactants needed to synthesize it. The reactants are: [Br:1][C:2]1[CH:7]=[CH:6][CH:5]=[C:4]([CH2:8]Br)[CH:3]=1.[CH:10]1([NH2:16])[CH2:15][CH2:14][CH2:13][CH2:12][CH2:11]1.C(=O)([O-])[O-].[Cs+].[Cs+]. (3) Given the product [CH3:17][O:16][C:14](=[O:15])[CH:13]=[CH:12][C:8]1[C:9]([N:18]2[CH2:23][CH2:22][O:21][CH2:20][CH2:19]2)=[N:10][C:5]([C:1]([CH3:4])([CH3:3])[CH3:2])=[CH:6][CH:7]=1, predict the reactants needed to synthesize it. The reactants are: [C:1]([C:5]1[N:10]=[C:9](Cl)[C:8]([CH:12]=[CH:13][C:14]([O:16][CH3:17])=[O:15])=[CH:7][CH:6]=1)([CH3:4])([CH3:3])[CH3:2].[NH:18]1[CH2:23][CH2:22][O:21][CH2:20][CH2:19]1.CCN(CC)CC. (4) Given the product [F:22][C:23]1[C:28]2[CH:29]=[CH:30][O:31][C:27]=2[C:26]([C:2]2[CH:3]=[C:4]3[C:9](=[C:10]([O:12][CH3:13])[CH:11]=2)[N:8]=[C:7]([C:14]2[CH:15]=[N:16][CH:17]=[CH:18][CH:19]=2)[N:6]=[C:5]3[NH:20][CH3:21])=[CH:25][CH:24]=1, predict the reactants needed to synthesize it. The reactants are: Br[C:2]1[CH:3]=[C:4]2[C:9](=[C:10]([O:12][CH3:13])[CH:11]=1)[N:8]=[C:7]([C:14]1[CH:15]=[N:16][CH:17]=[CH:18][CH:19]=1)[N:6]=[C:5]2[NH:20][CH3:21].[F:22][C:23]1[C:28]2[CH:29]=[CH:30][O:31][C:27]=2[C:26](B(O)O)=[CH:25][CH:24]=1.[O-]P([O-])([O-])=O.[K+].[K+].[K+]. (5) Given the product [Br:15][C:16]1[CH:21]=[CH:20][C:19]([NH:12][C:13]([NH:11][NH:10][C:8]([C:4]2[CH:5]=[CH:6][CH:7]=[C:2]([CH3:1])[CH:3]=2)=[O:9])=[S:14])=[CH:18][C:17]=1[Cl:22], predict the reactants needed to synthesize it. The reactants are: [CH3:1][C:2]1[CH:7]=[CH:6][CH:5]=[C:4]([C:8]([NH:10][NH2:11])=[O:9])[CH:3]=1.[N-:12]=[C:13]=[S:14].[Br:15][C:16]1[CH:21]=[CH:20][CH:19]=[CH:18][C:17]=1[Cl:22]. (6) Given the product [Cl:36]/[CH:20]=[C:19]1/[C:14](=[N:13]/[C:10]2[CH:11]=[CH:12][C:7]([Cl:6])=[CH:8][CH:9]=2)/[S:15][C:16](=[C:22]([CH3:24])[CH3:23])[CH2:17][CH2:18]/1, predict the reactants needed to synthesize it. The reactants are: CN(C)C=O.[Cl:6][C:7]1[CH:12]=[CH:11][C:10]([NH:13][C:14]2[S:15][C:16](=[C:22]([CH3:24])[CH3:23])[CH2:17][CH2:18][C:19]=2[CH:20]=O)=[CH:9][CH:8]=1.C(N(CC)CC)C.CS([Cl:36])(=O)=O. (7) Given the product [Cl:1][C:2]1[CH:3]=[CH:4][C:5]2[N:11]3[C:12]([C:15]([F:18])([F:17])[F:16])=[N:13][N:14]=[C:10]3[C@@H:9]([CH2:19][C:20]([OH:22])=[O:21])[S:8][C@H:7]([C:26]3[CH:31]=[CH:30][CH:29]=[CH:28][C:27]=3[O:32][CH3:33])[C:6]=2[CH:34]=1, predict the reactants needed to synthesize it. The reactants are: [Cl:1][C:2]1[CH:3]=[CH:4][C:5]2[N:11]3[C:12]([C:15]([F:18])([F:17])[F:16])=[N:13][N:14]=[C:10]3[C@@H:9]([CH2:19][C:20]([O:22]C(C)C)=[O:21])[S:8][C@H:7]([C:26]3[CH:31]=[CH:30][CH:29]=[CH:28][C:27]=3[O:32][CH3:33])[C:6]=2[CH:34]=1.Cl.